This data is from Full USPTO retrosynthesis dataset with 1.9M reactions from patents (1976-2016). The task is: Predict the reactants needed to synthesize the given product. Given the product [Cl:1][C:2]1[CH:3]=[C:4]([N:50]([CH:51]2[CH2:53][CH2:52]2)[CH2:49][C:48]2[CH:54]=[CH:55][C:45]([O:44][CH3:43])=[CH:46][CH:47]=2)[C:5]2[N:6]([C:8]([C:11]([NH:13][C:14]3[CH:19]=[CH:18][N:17]=[C:16]([Cl:20])[CH:15]=3)=[O:12])=[CH:9][N:10]=2)[N:7]=1, predict the reactants needed to synthesize it. The reactants are: [Cl:1][C:2]1[CH:3]=[C:4](Cl)[C:5]2[N:6]([C:8]([C:11]([NH:13][C:14]3[CH:19]=[CH:18][N:17]=[C:16]([Cl:20])[CH:15]=3)=[O:12])=[CH:9][N:10]=2)[N:7]=1.BrC1C2N(C(C(NC3C=CN=C(Cl)C=3)=O)=CN=2)N=C(Cl)C=1.[CH3:43][O:44][C:45]1[CH:55]=[CH:54][C:48]([CH2:49][NH:50][CH:51]2[CH2:53][CH2:52]2)=[CH:47][CH:46]=1.C(N(CC)C(C)C)(C)C.